Dataset: Forward reaction prediction with 1.9M reactions from USPTO patents (1976-2016). Task: Predict the product of the given reaction. (1) Given the reactants [NH2:1][C:2]1[S:3][C:4]2[CH:15]=[C:14]([Br:16])[CH:13]=[CH:12][C:5]=2[C:6]=1[C:7](OCC)=[O:8].[CH:17]([NH2:19])=O.C([O-])=O.[NH4+], predict the reaction product. The product is: [Br:16][C:14]1[CH:13]=[CH:12][C:5]2[C:6]3[C:7](=[O:8])[NH:19][CH:17]=[N:1][C:2]=3[S:3][C:4]=2[CH:15]=1. (2) Given the reactants [CH3:1][O:2][C:3]1[C:4]([O:14][CH2:15][CH2:16][O:17][CH3:18])=[CH:5][C:6]([N+:11]([O-])=O)=[C:7]([CH:10]=1)[C:8]#[N:9].C1CCCCC=1.CO, predict the reaction product. The product is: [NH2:11][C:6]1[CH:5]=[C:4]([O:14][CH2:15][CH2:16][O:17][CH3:18])[C:3]([O:2][CH3:1])=[CH:10][C:7]=1[C:8]#[N:9].